Dataset: Forward reaction prediction with 1.9M reactions from USPTO patents (1976-2016). Task: Predict the product of the given reaction. (1) Given the reactants [CH2:1]([O:3][C:4]1[N:8]=[C:7]([CH:9]2[CH2:14][CH:13]([C:15]3[CH:20]=[CH:19][C:18]([C:21]([F:24])([F:23])[F:22])=[CH:17][CH:16]=3)[CH2:12][N:11]([C:25]([N:27]3[CH2:32][CH2:31][S:30][CH2:29][CH2:28]3)=[O:26])[CH2:10]2)[O:6][N:5]=1)[CH3:2].ClC1C=CC=C(C(OO)=[O:41])C=1, predict the reaction product. The product is: [CH2:1]([O:3][C:4]1[N:8]=[C:7]([CH:9]2[CH2:14][CH:13]([C:15]3[CH:20]=[CH:19][C:18]([C:21]([F:24])([F:22])[F:23])=[CH:17][CH:16]=3)[CH2:12][N:11]([C:25]([N:27]3[CH2:28][CH2:29][S:30](=[O:41])[CH2:31][CH2:32]3)=[O:26])[CH2:10]2)[O:6][N:5]=1)[CH3:2]. (2) Given the reactants Br[CH2:2][C:3]([C:5]1[CH:10]=[CH:9][N:8]=[C:7]([Cl:11])[CH:6]=1)=O.[CH3:12][C:13]1[CH:14]=[C:15]([NH:19][C:20]([NH2:22])=[S:21])[CH:16]=[CH:17][CH:18]=1.N, predict the reaction product. The product is: [Cl:11][C:7]1[CH:6]=[C:5]([C:3]2[N:22]=[C:20]([NH:19][C:15]3[CH:16]=[CH:17][CH:18]=[C:13]([CH3:12])[CH:14]=3)[S:21][CH:2]=2)[CH:10]=[CH:9][N:8]=1. (3) The product is: [C:1]([O:5][C:6]([N:8]1[CH2:13][CH2:12][N:11]([C:15]2[CH:20]=[CH:19][C:18]([C:21]([F:23])([F:24])[F:22])=[C:17]([F:25])[CH:16]=2)[CH2:10][CH2:9]1)=[O:7])([CH3:4])([CH3:2])[CH3:3]. Given the reactants [C:1]([O:5][C:6]([N:8]1[CH2:13][CH2:12][NH:11][CH2:10][CH2:9]1)=[O:7])([CH3:4])([CH3:3])[CH3:2].Br[C:15]1[CH:20]=[CH:19][C:18]([C:21]([F:24])([F:23])[F:22])=[C:17]([F:25])[CH:16]=1.[Cl-].C(C1C=CC=C(CCC)C=1[N+]1C=CN(C2C(CCC)=CC=CC=2CCC)C=1)CC.CCCC[O-].[Na+], predict the reaction product. (4) Given the reactants [CH:1]1([CH:7]([NH:21][C:22]2[CH:31]=[CH:30][C:25]([C:26]([O:28]C)=[O:27])=[CH:24][CH:23]=2)[C:8]2[O:9][C:10]3[CH:17]=[CH:16][C:15]([N+:18]([O-:20])=[O:19])=[CH:14][C:11]=3[C:12]=2[CH3:13])[CH2:6][CH2:5][CH2:4][CH2:3][CH2:2]1.O1CCCC1.[OH-].[Na+], predict the reaction product. The product is: [CH:1]1([CH:7]([NH:21][C:22]2[CH:31]=[CH:30][C:25]([C:26]([OH:28])=[O:27])=[CH:24][CH:23]=2)[C:8]2[O:9][C:10]3[CH:17]=[CH:16][C:15]([N+:18]([O-:20])=[O:19])=[CH:14][C:11]=3[C:12]=2[CH3:13])[CH2:6][CH2:5][CH2:4][CH2:3][CH2:2]1. (5) Given the reactants [OH-].[K+].[CH2:3]([O:10][C:11]([NH:13][C@H:14]([C:23]([OH:25])=[O:24])[CH2:15][C:16]1[CH:21]=[CH:20][C:19]([OH:22])=[CH:18][CH:17]=1)=[O:12])[C:4]1[CH:9]=[CH:8][CH:7]=[CH:6][CH:5]=1.[CH3:26][C:27]([O:30][C:31](O[C:31]([O:30][C:27]([CH3:29])([CH3:28])[CH3:26])=[O:32])=[O:32])([CH3:29])[CH3:28], predict the reaction product. The product is: [CH2:3]([O:10][C:11]([NH:13][C@H:14]([C:23]([OH:25])=[O:24])[CH2:15][C:16]1[CH:17]=[CH:18][C:19]([O:22][C:31]([O:30][C:27]([CH3:29])([CH3:28])[CH3:26])=[O:32])=[CH:20][CH:21]=1)=[O:12])[C:4]1[CH:9]=[CH:8][CH:7]=[CH:6][CH:5]=1. (6) Given the reactants Br[C:2]1[CH:11]=[C:10]2[C:5]([C:6](SC)=[N:7][C:8]([C:12]([F:21])([F:20])[C:13]3[CH:18]=[CH:17][C:16]([F:19])=[CH:15][N:14]=3)=[N:9]2)=[CH:4][CH:3]=1.[CH3:24][S:25]([O-:27])=[O:26].[Na+].CN(C)CCN.CS(C)=[O:37], predict the reaction product. The product is: [F:20][C:12]([F:21])([C:13]1[CH:18]=[CH:17][C:16]([F:19])=[CH:15][N:14]=1)[C:8]1[N:7]=[C:6]([OH:37])[C:5]2[C:10](=[CH:11][C:2]([S:25]([CH3:24])(=[O:27])=[O:26])=[CH:3][CH:4]=2)[N:9]=1. (7) Given the reactants [N+:1]([C:4]1[CH:5]=[N:6][NH:7][CH:8]=1)([O-:3])=[O:2].C(=O)([O-])[O-].[K+].[K+].[CH3:15][O:16][C:17]1[CH:24]=[CH:23][C:20]([CH2:21]Cl)=[CH:19][CH:18]=1, predict the reaction product. The product is: [CH3:15][O:16][C:17]1[CH:24]=[CH:23][C:20]([CH2:21][N:6]2[CH:5]=[C:4]([N+:1]([O-:3])=[O:2])[CH:8]=[N:7]2)=[CH:19][CH:18]=1.